This data is from Full USPTO retrosynthesis dataset with 1.9M reactions from patents (1976-2016). The task is: Predict the reactants needed to synthesize the given product. (1) Given the product [CH3:1][O:2][C:3]1[CH:4]=[C:5]2[C:10](=[CH:11][C:12]=1[O:13][CH3:14])[N:9]=[CH:8][CH:7]=[C:6]2[O:15][C:16]1[CH:22]=[CH:21][C:19]([NH:20][C:41](=[S:57])[O:47][C:24]2[CH:25]=[CH:26][C:58]([Cl:60])=[CH:28][C:23]=2[CH3:29])=[CH:18][CH:17]=1, predict the reactants needed to synthesize it. The reactants are: [CH3:1][O:2][C:3]1[CH:4]=[C:5]2[C:10](=[CH:11][C:12]=1[O:13][CH3:14])[N:9]=[CH:8][CH:7]=[C:6]2[O:15][C:16]1[CH:22]=[CH:21][C:19]([NH2:20])=[CH:18][CH:17]=1.[C:23]1([CH3:29])[CH:28]=C[CH:26]=[CH:25][CH:24]=1.C(N(CC)CC)C.ClC(Cl)(O[C:41](=[O:47])OC(Cl)(Cl)Cl)Cl.CC1C=C(Cl)C=CC=1[SH:57].[CH2:58]([Cl:60])Cl. (2) Given the product [NH2:25][C:19]1[CH:20]=[CH:21][C:22]([CH3:24])=[CH:23][C:18]=1[NH:17][CH:14]1[CH2:13][CH2:12][N:11]([C@H:8]2[CH2:9][CH2:10][C@@H:5]([O:4][CH:2]([CH3:3])[CH3:1])[CH2:6][CH2:7]2)[CH2:16][CH2:15]1, predict the reactants needed to synthesize it. The reactants are: [CH3:1][CH:2]([O:4][C@@H:5]1[CH2:10][CH2:9][C@H:8]([N:11]2[CH2:16][CH2:15][CH:14]([NH:17][C:18]3[CH:23]=[C:22]([CH3:24])[CH:21]=[CH:20][C:19]=3[N+:25]([O-])=O)[CH2:13][CH2:12]2)[CH2:7][CH2:6]1)[CH3:3].O.NN. (3) Given the product [Cl:1][C:2]1[C:10]([CH3:12])=[C:5]2[CH:6]=[CH:7][CH:8]=[CH:9][N:4]2[N:3]=1, predict the reactants needed to synthesize it. The reactants are: [Cl:1][C:2]1[C:10](I)=[C:5]2[CH:6]=[CH:7][CH:8]=[CH:9][N:4]2[N:3]=1.[CH3:12]B(O)O.C(=O)([O-])[O-].[Cs+].[Cs+].C1(P(C2C=CC=CC=2)C2C=CC=CC=2)C=CC=CC=1. (4) Given the product [Cl:1][C:2]1[CH:19]=[CH:18][C:5]([CH2:6][NH2:7])=[CH:4][C:3]=1[O:20][CH3:21], predict the reactants needed to synthesize it. The reactants are: [Cl:1][C:2]1[CH:19]=[CH:18][C:5]([CH2:6][N:7]2C(=O)C3=CC=CC=C3C2=O)=[CH:4][C:3]=1[O:20][CH3:21].O.NN. (5) Given the product [NH2:13][CH:11]1[CH2:10][N:9]([CH:8]([C:7]2[C:3]([CH3:2])=[N:4][O:5][C:6]=2[CH3:49])[C:21]2[O:22][C:23]3[CH:29]=[CH:28][C:27]([CH2:30][C:31]([NH:33][CH:34]([C:41]4[CH:46]=[CH:45][C:44]([CH3:47])=[CH:43][C:42]=4[CH3:48])[C:35]4[CH:36]=[CH:37][CH:38]=[CH:39][CH:40]=4)=[O:32])=[CH:26][C:24]=3[CH:25]=2)[CH2:12]1, predict the reactants needed to synthesize it. The reactants are: Cl.[CH3:2][C:3]1[C:7]([CH:8]([C:21]2[O:22][C:23]3[CH:29]=[CH:28][C:27]([CH2:30][C:31]([NH:33][CH:34]([C:41]4[CH:46]=[CH:45][C:44]([CH3:47])=[CH:43][C:42]=4[CH3:48])[C:35]4[CH:40]=[CH:39][CH:38]=[CH:37][CH:36]=4)=[O:32])=[CH:26][C:24]=3[CH:25]=2)[N:9]2[CH2:12][CH:11]([NH:13]C(=O)OC(C)(C)C)[CH2:10]2)=[C:6]([CH3:49])[O:5][N:4]=1. (6) Given the product [NH:11]1[C:12]2[C:17](=[CH:16][CH:15]=[CH:14][CH:13]=2)[C:9]([C:6]2[N:5]=[C:4]([NH:27][C:28]3[CH:33]=[CH:32][N:31]=[CH:30][CH:29]=3)[C:3]([O:2][CH3:1])=[CH:8][N:7]=2)=[N:10]1, predict the reactants needed to synthesize it. The reactants are: [CH3:1][O:2][C:3]1[C:4]([NH:27][C:28]2[CH:33]=[CH:32][N:31]=[CH:30][CH:29]=2)=[N:5][C:6]([C:9]2[C:17]3[C:12](=[CH:13][CH:14]=[CH:15][CH:16]=3)[N:11](CC3C=CC(OC)=CC=3)[N:10]=2)=[N:7][CH:8]=1.FC(F)(F)C(O)=O.FC(F)(F)S(O)(=O)=O.[OH-].[Na+]. (7) Given the product [CH2:39]([O:46][C:20](=[O:29])[NH:17][C:9]([C:5]1[CH:6]=[CH:7][CH:8]=[C:3]([O:2][CH3:1])[CH:4]=1)([CH3:13])[CH3:14])[C:40]1[CH:45]=[CH:44][CH:43]=[CH:42][CH:41]=1, predict the reactants needed to synthesize it. The reactants are: [CH3:1][O:2][C:3]1[CH:4]=[C:5]([C:9]([CH3:14])([CH3:13])C(O)=O)[CH:6]=[CH:7][CH:8]=1.CC[N:17]([CH2:20]C)CC.C1(P(N=[N+]=[N-])(C2C=CC=CC=2)=[O:29])C=CC=CC=1.[CH2:39]([OH:46])[C:40]1[CH:45]=[CH:44][CH:43]=[CH:42][CH:41]=1.